This data is from NCI-60 drug combinations with 297,098 pairs across 59 cell lines. The task is: Regression. Given two drug SMILES strings and cell line genomic features, predict the synergy score measuring deviation from expected non-interaction effect. (1) Drug 1: CCC1=CC2CC(C3=C(CN(C2)C1)C4=CC=CC=C4N3)(C5=C(C=C6C(=C5)C78CCN9C7C(C=CC9)(C(C(C8N6C)(C(=O)OC)O)OC(=O)C)CC)OC)C(=O)OC.C(C(C(=O)O)O)(C(=O)O)O. Drug 2: C(CN)CNCCSP(=O)(O)O. Cell line: A498. Synergy scores: CSS=9.31, Synergy_ZIP=-8.20, Synergy_Bliss=-1.66, Synergy_Loewe=-29.3, Synergy_HSA=-1.80. (2) Drug 1: C1=CN(C=N1)CC(O)(P(=O)(O)O)P(=O)(O)O. Drug 2: CC(C)(C#N)C1=CC(=CC(=C1)CN2C=NC=N2)C(C)(C)C#N. Cell line: UO-31. Synergy scores: CSS=0.859, Synergy_ZIP=2.44, Synergy_Bliss=4.77, Synergy_Loewe=-0.271, Synergy_HSA=0.312. (3) Drug 1: CN(CC1=CN=C2C(=N1)C(=NC(=N2)N)N)C3=CC=C(C=C3)C(=O)NC(CCC(=O)O)C(=O)O. Drug 2: COC1=NC(=NC2=C1N=CN2C3C(C(C(O3)CO)O)O)N. Cell line: NCI-H460. Synergy scores: CSS=47.5, Synergy_ZIP=-0.168, Synergy_Bliss=-1.17, Synergy_Loewe=-59.3, Synergy_HSA=-1.44. (4) Drug 2: COCCOC1=C(C=C2C(=C1)C(=NC=N2)NC3=CC=CC(=C3)C#C)OCCOC.Cl. Cell line: SN12C. Drug 1: C1=NC2=C(N=C(N=C2N1C3C(C(C(O3)CO)O)F)Cl)N. Synergy scores: CSS=30.0, Synergy_ZIP=-1.55, Synergy_Bliss=-0.218, Synergy_Loewe=-2.10, Synergy_HSA=-1.94. (5) Drug 1: CC1C(C(CC(O1)OC2CC(CC3=C2C(=C4C(=C3O)C(=O)C5=C(C4=O)C(=CC=C5)OC)O)(C(=O)C)O)N)O.Cl. Drug 2: CC1=C(C=C(C=C1)C(=O)NC2=CC(=CC(=C2)C(F)(F)F)N3C=C(N=C3)C)NC4=NC=CC(=N4)C5=CN=CC=C5. Cell line: HOP-92. Synergy scores: CSS=6.40, Synergy_ZIP=-5.69, Synergy_Bliss=-0.852, Synergy_Loewe=-4.19, Synergy_HSA=-0.413. (6) Drug 1: C1=CC=C(C(=C1)C(C2=CC=C(C=C2)Cl)C(Cl)Cl)Cl. Drug 2: N.N.Cl[Pt+2]Cl. Cell line: NCIH23. Synergy scores: CSS=41.2, Synergy_ZIP=-0.740, Synergy_Bliss=-0.760, Synergy_Loewe=-21.8, Synergy_HSA=0.314. (7) Drug 1: CCCS(=O)(=O)NC1=C(C(=C(C=C1)F)C(=O)C2=CNC3=C2C=C(C=N3)C4=CC=C(C=C4)Cl)F. Drug 2: CCC1(C2=C(COC1=O)C(=O)N3CC4=CC5=C(C=CC(=C5CN(C)C)O)N=C4C3=C2)O.Cl. Cell line: HCT-15. Synergy scores: CSS=36.0, Synergy_ZIP=6.72, Synergy_Bliss=5.59, Synergy_Loewe=-27.6, Synergy_HSA=3.28. (8) Cell line: DU-145. Synergy scores: CSS=19.4, Synergy_ZIP=-1.29, Synergy_Bliss=7.16, Synergy_Loewe=-17.5, Synergy_HSA=-1.47. Drug 1: C1CN1P(=S)(N2CC2)N3CC3. Drug 2: C1CNP(=O)(OC1)N(CCCl)CCCl. (9) Drug 1: C1=CC(=CC=C1CCCC(=O)O)N(CCCl)CCCl. Drug 2: CN1C2=C(C=C(C=C2)N(CCCl)CCCl)N=C1CCCC(=O)O.Cl. Cell line: T-47D. Synergy scores: CSS=23.8, Synergy_ZIP=-10.1, Synergy_Bliss=-9.26, Synergy_Loewe=-10.1, Synergy_HSA=-7.66. (10) Drug 1: CC1CCC2CC(C(=CC=CC=CC(CC(C(=O)C(C(C(=CC(C(=O)CC(OC(=O)C3CCCCN3C(=O)C(=O)C1(O2)O)C(C)CC4CCC(C(C4)OC)O)C)C)O)OC)C)C)C)OC. Drug 2: C(CCl)NC(=O)N(CCCl)N=O. Cell line: NCI/ADR-RES. Synergy scores: CSS=1.57, Synergy_ZIP=0.701, Synergy_Bliss=5.02, Synergy_Loewe=-2.62, Synergy_HSA=0.368.